From a dataset of Forward reaction prediction with 1.9M reactions from USPTO patents (1976-2016). Predict the product of the given reaction. (1) Given the reactants [C:1]([C:3]1[CH:4]=[CH:5][C:6]([C:9]([OH:11])=O)=[N:7][CH:8]=1)#[N:2].C(OC([N:19]1[CH2:24][CH2:23][O:22][C@H:21]([C:25]2[CH:30]=[CH:29][C:28]([NH2:31])=[C:27]([Cl:32])[CH:26]=2)[CH2:20]1)=O)(C)(C)C, predict the reaction product. The product is: [ClH:32].[Cl:32][C:27]1[CH:26]=[C:25]([C@H:21]2[O:22][CH2:23][CH2:24][NH:19][CH2:20]2)[CH:30]=[CH:29][C:28]=1[NH:31][C:9](=[O:11])[C:6]1[CH:5]=[CH:4][C:3]([C:1]#[N:2])=[CH:8][N:7]=1. (2) Given the reactants [Cl:1][C:2]1[C:3]([O:11][CH2:12][C:13]([F:16])([F:15])[F:14])=[CH:4][C:5]([C:8]([OH:10])=O)=[N:6][CH:7]=1.[NH2:17][C:18]([CH3:26])([CH2:21][C:22]([CH3:25])([CH3:24])[CH3:23])[C:19]#[N:20], predict the reaction product. The product is: [C:19]([C:18]([NH:17][C:8]([C:5]1[CH:4]=[C:3]([O:11][CH2:12][C:13]([F:16])([F:15])[F:14])[C:2]([Cl:1])=[CH:7][N:6]=1)=[O:10])([CH3:26])[CH2:21][C:22]([CH3:25])([CH3:24])[CH3:23])#[N:20]. (3) The product is: [C:34]([N:37]1[CH2:42][CH2:41][N:40]([CH2:3][CH2:4][CH2:5][O:6][C:19]2[N:18]=[C:17]([NH:16][C:3]3[C:4]4[O:8][CH2:7][O:6][C:5]=4[C:9]([C:11]#[C:12][CH2:13][O:14][CH3:15])=[CH:10][C:2]=3[Cl:1])[C:26]3[C:21](=[CH:22][CH:23]=[C:24]([O:27][CH3:28])[CH:25]=3)[N:20]=2)[CH2:39][CH2:38]1)(=[O:36])[CH3:35]. Given the reactants [Cl:1][C:2]1[CH:10]=[C:9]([C:11]#[C:12][CH2:13][O:14][CH3:15])[C:5]2[O:6][CH2:7][O:8][C:4]=2[C:3]=1[NH:16][C:17]1[C:26]2[C:21](=[CH:22][C:23](OCCCCl)=[C:24]([O:27][CH3:28])[CH:25]=2)[N:20]=[CH:19][N:18]=1.[C:34]([N:37]1[CH2:42][CH2:41][NH:40][CH2:39][CH2:38]1)(=[O:36])[CH3:35].[I-].[Na+], predict the reaction product. (4) Given the reactants [C:1]([O:5][C:6]([NH:8][C:9]1[C:13]2=[N:14][CH:15]=[C:16]([CH2:18][OH:19])[CH:17]=[C:12]2[S:11][C:10]=1[C:20]([O:22][CH3:23])=[O:21])=[O:7])([CH3:4])([CH3:3])[CH3:2].S(Cl)(Cl)=O.[CH3:28]O.C[O-].[Na+], predict the reaction product. The product is: [C:1]([O:5][C:6]([NH:8][C:9]1[C:13]2=[N:14][CH:15]=[C:16]([CH2:18][O:19][CH3:28])[CH:17]=[C:12]2[S:11][C:10]=1[C:20]([O:22][CH3:23])=[O:21])=[O:7])([CH3:4])([CH3:3])[CH3:2]. (5) Given the reactants Br[C:2]1[C:8]([C:9]([F:12])([F:11])[F:10])=[CH:7][C:5]([NH2:6])=[CH:4][C:3]=1[Cl:13].C(=O)([O-])[O-].[Na+].[Na+].CC1(C)C(C)(C)OB([C:28]2[CH:33]=[CH:32][C:31]([S:34]([N:37]3[CH2:42][CH2:41][N:40]([C:43]([O:45][C:46]([CH3:49])([CH3:48])[CH3:47])=[O:44])[CH2:39][CH2:38]3)(=[O:36])=[O:35])=[CH:30][CH:29]=2)O1.O, predict the reaction product. The product is: [NH2:6][C:5]1[CH:7]=[C:8]([C:9]([F:12])([F:11])[F:10])[C:2]([C:28]2[CH:29]=[CH:30][C:31]([S:34]([N:37]3[CH2:38][CH2:39][N:40]([C:43]([O:45][C:46]([CH3:49])([CH3:48])[CH3:47])=[O:44])[CH2:41][CH2:42]3)(=[O:36])=[O:35])=[CH:32][CH:33]=2)=[C:3]([Cl:13])[CH:4]=1. (6) Given the reactants [CH2:1]([N:3]1[C:8]2[N:9]=[C:10]([NH:13][C:14]3[CH:19]=[CH:18][C:17]([N:20]4[CH2:25][CH2:24][N:23]([CH3:26])[CH2:22][CH2:21]4)=[CH:16][CH:15]=3)[N:11]=[CH:12][C:7]=2[CH:6]=[C:5](B(O)O)[C:4]1=[O:30])[CH3:2].Br[C:32]1[S:36][C:35]([C:37]2[S:38][CH:39]=[CH:40][CH:41]=2)=[CH:34][CH:33]=1.C(=O)([O-])[O-].[Na+].[Na+], predict the reaction product. The product is: [S:36]1[C:32]([C:5]2[C:4](=[O:30])[N:3]([CH2:1][CH3:2])[C:8]3[N:9]=[C:10]([NH:13][C:14]4[CH:19]=[CH:18][C:17]([N:20]5[CH2:25][CH2:24][N:23]([CH3:26])[CH2:22][CH2:21]5)=[CH:16][CH:15]=4)[N:11]=[CH:12][C:7]=3[CH:6]=2)=[CH:33][CH:34]=[C:35]1[C:37]1[S:38][CH:39]=[CH:40][CH:41]=1.